From a dataset of Forward reaction prediction with 1.9M reactions from USPTO patents (1976-2016). Predict the product of the given reaction. (1) Given the reactants [CH3:1][N:2]1[CH2:7][CH2:6][N:5]([C:8]([O:10][C:11]([CH3:14])([CH3:13])C)=[O:9])[CH2:4][CH2:3]1.CN(C)CCN(C)C.C([Li])(CC)C.[CH2:28]([N:35]1[CH2:40]CC(=O)C[CH2:36]1)[C:29]1[CH:34]=[CH:33][CH:32]=[CH:31][CH:30]=1.[Cl-].[NH4+], predict the reaction product. The product is: [CH2:28]([N:35]1[CH2:40][CH2:13][C:11]2([CH:6]3[CH2:7][N:2]([CH3:1])[CH2:3][CH2:4][N:5]3[C:8](=[O:9])[O:10]2)[CH2:14][CH2:36]1)[C:29]1[CH:34]=[CH:33][CH:32]=[CH:31][CH:30]=1. (2) Given the reactants C(=O)([O-])[O-].[Na+].[Na+].[F:7][C:8]1[CH:13]=[C:12](B(O)O)[CH:11]=[CH:10][N:9]=1.Br[C:18]1[CH:23]=[CH:22][N:21]=[C:20]([NH:24][CH:25]2[CH2:30][CH2:29][O:28][CH2:27][CH2:26]2)[CH:19]=1.O1CCOCC1.O, predict the reaction product. The product is: [F:7][C:8]1[CH:13]=[C:12]([C:18]2[CH:23]=[CH:22][N:21]=[C:20]([NH:24][CH:25]3[CH2:30][CH2:29][O:28][CH2:27][CH2:26]3)[CH:19]=2)[CH:11]=[CH:10][N:9]=1. (3) Given the reactants [CH2:1]([O:8][C@H](C)C(N[C@H]1C[C@@H](N2C=NC3C2=NC(N2CC[C@@H](NC(NC4C=NC=CC=4)=O)C2)=NC=3NCC(C2C=CC=CC=2)C2C=CC=CC=2)[C@H](O)[C@@H]1O)=O)[C:2]1C=CC=CC=1.[NH2:60][C@@H:61]1[CH2:65][CH2:64][N:63]([C:66]2[N:74]=[C:73]3[C:69]([N:70]=[CH:71][N:72]3[C@@H:75]3[CH2:79][C@H:78]([NH:80][C:81](=[O:92])[C@H](OCC4C=CC=CC=4)C)[C@@H:77]([OH:93])[C@H:76]3[OH:94])=[C:68]([NH:95][CH2:96][CH:97]([C:104]3[CH:109]=[CH:108][CH:107]=[CH:106][CH:105]=3)[C:98]3[CH:103]=[CH:102][CH:101]=[CH:100][CH:99]=3)[N:67]=2)[CH2:62]1.C1(O[C:117](=[O:127])[NH:118][CH2:119][C:120]2[CH:125]=[CH:124][CH:123]=[C:122]([OH:126])[CH:121]=2)C=CC=CC=1.C1(OC(=O)NC2C=NC=CC=2)C=CC=CC=1, predict the reaction product. The product is: [C:98]1([CH:97]([C:104]2[CH:105]=[CH:106][CH:107]=[CH:108][CH:109]=2)[CH2:96][NH:95][C:68]2[N:67]=[C:66]([N:63]3[CH2:64][CH2:65][C@@H:61]([NH:60][C:117]([NH:118][CH2:119][C:120]4[CH:125]=[CH:124][CH:123]=[C:122]([OH:126])[CH:121]=4)=[O:127])[CH2:62]3)[N:74]=[C:73]3[C:69]=2[N:70]=[CH:71][N:72]3[C@@H:75]2[CH2:79][C@H:78]([NH:80][C:81](=[O:92])[CH2:2][CH2:1][OH:8])[C@@H:77]([OH:93])[C@H:76]2[OH:94])[CH:99]=[CH:100][CH:101]=[CH:102][CH:103]=1. (4) Given the reactants O[C:2]([CH:16]1[CH2:21][CH2:20][O:19][CH2:18][CH2:17]1)([CH:6]([CH:10]1[CH2:15][CH2:14][O:13][CH2:12][CH2:11]1)[C:7]([OH:9])=[O:8])[C:3]([OH:5])=O, predict the reaction product. The product is: [O:13]1[CH2:14][CH2:15][CH:10]([C:6]2[C:7](=[O:9])[O:8][C:3](=[O:5])[C:2]=2[CH:16]2[CH2:21][CH2:20][O:19][CH2:18][CH2:17]2)[CH2:11][CH2:12]1. (5) Given the reactants Br[C:2]1[CH:3]=[N:4][N:5]([CH3:7])[CH:6]=1.[CH3:8][C:9]1([CH3:25])[C:13]([CH3:15])([CH3:14])[O:12][B:11]([B:11]2[O:12][C:13]([CH3:15])([CH3:14])[C:9]([CH3:25])([CH3:8])[O:10]2)[O:10]1.CC([O-])=O.[K+], predict the reaction product. The product is: [CH3:7][N:5]1[CH:6]=[C:2]([B:11]2[O:12][C:13]([CH3:15])([CH3:14])[C:9]([CH3:25])([CH3:8])[O:10]2)[CH:3]=[N:4]1.